This data is from Full USPTO retrosynthesis dataset with 1.9M reactions from patents (1976-2016). The task is: Predict the reactants needed to synthesize the given product. (1) Given the product [CH2:18]([C:17]1[CH:16]=[CH:22][C:7]2[C:2](=[C:3]([O:12][CH3:13])[CH:4]=[CH:5][C:6]=2[C:8](=[O:11])[CH2:9][CH3:10])[N:1]=1)[CH3:19], predict the reactants needed to synthesize it. The reactants are: [NH2:1][C:2]1[CH:7]=[C:6]([C:8](=[O:11])[CH2:9][CH3:10])[CH:5]=[CH:4][C:3]=1[O:12][CH3:13].[I-].[Na+].[CH2:16](O)[CH2:17][CH2:18][CH3:19].Cl.[C:22](OCC)(=O)C. (2) Given the product [Si:3]([O:10][C@@H:11]([C@@H:38]([CH3:85])/[CH:39]=[CH:40]\[C@@H:41]([O:77][Si:78]([C:81]([CH3:84])([CH3:83])[CH3:82])([CH3:80])[CH3:79])[CH2:42][C@H:43]([O:69][Si:70]([C:73]([CH3:76])([CH3:75])[CH3:74])([CH3:71])[CH3:72])[C@H:44]([CH3:68])/[CH:45]=[CH:46]/[CH2:47][O:48][C:49]([C:50]1[CH:55]=[CH:54][CH:53]=[CH:52][CH:51]=1)([C:62]1[CH:67]=[CH:66][CH:65]=[CH:64][CH:63]=1)[C:56]1[CH:57]=[CH:58][CH:59]=[CH:60][CH:61]=1)[C@@H:12]([CH3:37])[CH2:13][C@@H:14]([CH3:36])[CH2:15][CH2:16][C@@H:17]([OH:35])[C@@H:18]([C@@H:20]1[C@@H:25]([CH3:26])[CH2:24][O:23][CH:22]([C:27]2[CH:28]=[CH:29][C:30]([O:33][CH3:34])=[CH:31][CH:32]=2)[O:21]1)[CH3:19])([C:6]([CH3:7])([CH3:8])[CH3:9])([CH3:4])[CH3:5], predict the reactants needed to synthesize it. The reactants are: [BH4-].[Na+].[Si:3]([O:10][C@@H:11]([C@@H:38]([CH3:85])/[CH:39]=[CH:40]\[C@@H:41]([O:77][Si:78]([C:81]([CH3:84])([CH3:83])[CH3:82])([CH3:80])[CH3:79])[CH2:42][C@H:43]([O:69][Si:70]([C:73]([CH3:76])([CH3:75])[CH3:74])([CH3:72])[CH3:71])[C@H:44]([CH3:68])/[CH:45]=[CH:46]/[CH2:47][O:48][C:49]([C:62]1[CH:67]=[CH:66][CH:65]=[CH:64][CH:63]=1)([C:56]1[CH:61]=[CH:60][CH:59]=[CH:58][CH:57]=1)[C:50]1[CH:55]=[CH:54][CH:53]=[CH:52][CH:51]=1)[C@@H:12]([CH3:37])[CH2:13][C@@H:14]([CH3:36])[CH2:15][CH2:16][C:17](=[O:35])[C@@H:18]([C@@H:20]1[C@@H:25]([CH3:26])[CH2:24][O:23][CH:22]([C:27]2[CH:32]=[CH:31][C:30]([O:33][CH3:34])=[CH:29][CH:28]=2)[O:21]1)[CH3:19])([C:6]([CH3:9])([CH3:8])[CH3:7])([CH3:5])[CH3:4]. (3) The reactants are: [F:1][C:2]1[C:7]([F:8])=[CH:6][CH:5]=[C:4]([N+:9]([O-:11])=[O:10])[C:3]=1[OH:12].[C:13](=O)([O-])[O-].[K+].[K+].IC. Given the product [F:8][C:7]1[CH:6]=[CH:5][C:4]([N+:9]([O-:11])=[O:10])=[C:3]([O:12][CH3:13])[C:2]=1[F:1], predict the reactants needed to synthesize it. (4) Given the product [CH3:15][O:16][C:2]1[C:7]([C:8]([O:10][CH3:11])=[O:9])=[CH:6][N:5]=[C:4]([S:13][CH3:14])[N:3]=1, predict the reactants needed to synthesize it. The reactants are: Cl[C:2]1[C:7]([C:8]([O:10][CH2:11]C)=[O:9])=[CH:6][N:5]=[C:4]([S:13][CH3:14])[N:3]=1.[CH3:15][O-:16].[Na+]. (5) Given the product [F:37][C:34]1[C:33]([C:38]2[CH:43]=[CH:42][CH:41]=[CH:40][CH:39]=2)=[C:32]([CH3:44])[C:31]([C:45]#[N:46])=[C:30]2[C:35]=1[O:36][C:53]([CH2:52][C:48]1[O:47][CH:51]=[CH:50][CH:49]=1)=[N:29]2, predict the reactants needed to synthesize it. The reactants are: ON1C2C=CC=CC=2N=N1.C(N=C=NCCCN(C)C)C.C(N(CC)CC)C.[NH2:29][C:30]1[C:35]([OH:36])=[C:34]([F:37])[C:33]([C:38]2[CH:43]=[CH:42][CH:41]=[CH:40][CH:39]=2)=[C:32]([CH3:44])[C:31]=1[C:45]#[N:46].[O:47]1[CH:51]=[CH:50][CH:49]=[C:48]1[CH2:52][C:53](O)=O. (6) The reactants are: [NH2:1][C:2]1[C:3]([CH3:24])=[C:4]([CH:20]=[C:21]([F:23])[CH:22]=1)[CH2:5][N:6]1[CH2:11][CH2:10][N:9]([C:12]([CH:14]2[CH2:18][CH2:17][CH2:16][CH2:15]2)=[O:13])[C@@H:8]([CH3:19])[CH2:7]1.CN(C(ON1N=NC2C=CC=NC1=2)=[N+](C)C)C.F[P-](F)(F)(F)(F)F.[C:49]([C:51]1[CH:52]=[C:53]([CH:57]=[CH:58][CH:59]=1)[C:54](O)=[O:55])#[N:50].CCN(C(C)C)C(C)C. Given the product [C:49]([C:51]1[CH:52]=[C:53]([CH:57]=[CH:58][CH:59]=1)[C:54]([NH:1][C:2]1[CH:22]=[C:21]([F:23])[CH:20]=[C:4]([CH2:5][N:6]2[CH2:11][CH2:10][N:9]([C:12]([CH:14]3[CH2:18][CH2:17][CH2:16][CH2:15]3)=[O:13])[C@@H:8]([CH3:19])[CH2:7]2)[C:3]=1[CH3:24])=[O:55])#[N:50], predict the reactants needed to synthesize it. (7) Given the product [NH2:9][C:10]1[N:15]2[N:16]=[CH:17][C:18]([C:19]3[CH:20]=[N:21][C:22]4[C:27]([CH:28]=3)=[CH:26][CH:25]=[CH:24][CH:23]=4)=[C:14]2[N:13]=[C:12]([C:29]2[CH:34]=[CH:33][C:32]([CH2:35][C:36]([OH:38])=[O:37])=[CH:31][CH:30]=2)[C:11]=1[Br:8], predict the reactants needed to synthesize it. The reactants are: C1C(=O)N([Br:8])C(=O)C1.[NH2:9][C:10]1[N:15]2[N:16]=[CH:17][C:18]([C:19]3[CH:20]=[N:21][C:22]4[C:27]([CH:28]=3)=[CH:26][CH:25]=[CH:24][CH:23]=4)=[C:14]2[N:13]=[C:12]([C:29]2[CH:34]=[CH:33][C:32]([CH2:35][C:36]([OH:38])=[O:37])=[CH:31][CH:30]=2)[CH:11]=1.